From a dataset of Forward reaction prediction with 1.9M reactions from USPTO patents (1976-2016). Predict the product of the given reaction. Given the reactants Br[C:2]1[O:6][C:5]([C:7]([NH:9][C:10]2[CH:11]=[N:12][CH:13]=[CH:14][C:15]=2[N:16]2[CH2:21][CH2:20][N:19]([C:22]([O:24][C:25]([CH3:28])([CH3:27])[CH3:26])=[O:23])[CH2:18][CH2:17]2)=[O:8])=[CH:4][CH:3]=1.[CH3:29][O:30][C:31]1[CH:39]=[C:38]2[C:34]([CH2:35][NH:36][C:37]2=[O:40])=[CH:33][CH:32]=1.CC1(C)C2C(=C(P(C3C=CC=CC=3)C3C=CC=CC=3)C=CC=2)OC2C(P(C3C=CC=CC=3)C3C=CC=CC=3)=CC=CC1=2.C([O-])(=O)C.[K+], predict the reaction product. The product is: [CH3:29][O:30][C:31]1[CH:39]=[C:38]2[C:34]([CH2:35][N:36]([C:2]3[O:6][C:5]([C:7]([NH:9][C:10]4[CH:11]=[N:12][CH:13]=[CH:14][C:15]=4[N:16]4[CH2:21][CH2:20][N:19]([C:22]([O:24][C:25]([CH3:28])([CH3:27])[CH3:26])=[O:23])[CH2:18][CH2:17]4)=[O:8])=[CH:4][CH:3]=3)[C:37]2=[O:40])=[CH:33][CH:32]=1.